Dataset: Full USPTO retrosynthesis dataset with 1.9M reactions from patents (1976-2016). Task: Predict the reactants needed to synthesize the given product. (1) Given the product [F:1][C:2]1[CH:3]=[N:4][C:5]2[C:10]([C:11]=1[CH2:19][CH:18]([OH:22])[CH2:20][OH:17])=[N:9][C:8]([O:15][CH3:16])=[CH:7][CH:6]=2, predict the reactants needed to synthesize it. The reactants are: [F:1][C:2]1[C:11](CC=C)=[C:10]2[C:5]([CH:6]=[CH:7][C:8]([O:15][CH3:16])=[N:9]2)=[N:4][CH:3]=1.[OH2:17].[C:18]([OH:22])(C)([CH3:20])[CH3:19]. (2) Given the product [CH2:22]([O:24][C:25]1[CH:26]=[C:27]([CH:28]=[O:29])[CH:34]=[CH:35][C:36]=1[O:37][CH3:38])[CH3:23], predict the reactants needed to synthesize it. The reactants are: BrC1C=CC2OCCC=2C=1.C([Li])CCC.CCCCCC.[CH2:22]([O:24][C:25]1[CH:26]=[C:27]([CH:34]=[CH:35][C:36]=1[O:37][CH3:38])[C:28](N(OC)C)=[O:29])[CH3:23]. (3) The reactants are: [CH:1]1[C:7](=[O:8])[NH:6][C:4](=[O:5])[N:3]([C@@H:9]2[O:13][C@H:12]([CH2:14][O:15][P:16]([O:19][P:20]([O:23][C@H]3O[C@H](CO)[C@@H](O)[C@H](O)[C@H]3O)([OH:22])=[O:21])([OH:18])=[O:17])[C@@H:11]([OH:35])[C@H:10]2[OH:36])[CH:2]=1.C1C(=O)NC(=[O:41])N([C@@H]2O[C@H](COP(OP([O:59][C@H:60]3[O:65][C@H:64]([CH2:66][OH:67])[C@H:63]([OH:68])[C@H:62]([OH:69])[C@H:61]3[NH2:70])(O)=O)(O)=O)[C@@H](O)[C@H]2O)C=1.S(C(N1C(=O)CCC1=O)(CCCCN[C:86](=[O:100])[CH2:87][CH2:88][CH2:89][CH2:90][C@H:91]1[C@@H:99]2[C@@H:94]([NH:95][C:96]([NH:98]2)=[O:97])[CH2:93][S:92]1)C([O-])=O)(O)(=O)=O. Given the product [CH:1]1[C:7](=[O:8])[NH:6][C:4](=[O:5])[N:3]([C@@H:9]2[O:13][C@H:12]([CH2:14][O:15][P:16]([O:19][P:20]([OH:22])([OH:23])=[O:21])([OH:18])=[O:17])[C@@H:11]([OH:35])[C@H:10]2[OH:36])[CH:2]=1.[OH:59][CH:60]1[O:65][C@H:64]([CH2:66][OH:67])[C@H:63]([OH:68])[C@H:62]([OH:69])[C@H:61]1[NH2:70].[OH:41][C:86]([CH2:87][CH2:88][CH2:89][CH2:90][C@H:91]1[C@@H:99]2[C@@H:94]([NH:95][C:96]([NH:98]2)=[O:97])[CH2:93][S:92]1)=[O:100], predict the reactants needed to synthesize it. (4) Given the product [CH3:1][N:2]1[C:6]([C:7]2[CH:8]=[C:9]3[C:14](=[CH:15][C:16]=2[C:17]([F:19])([F:20])[F:18])[NH:13][C:12](=[O:21])[N:11]([N:22]([C:28](=[O:33])[CH2:29][CH2:30][CH2:31][CH3:32])[S:23]([CH3:26])(=[O:25])=[O:24])[C:10]3=[O:27])=[CH:5][CH:4]=[N:3]1, predict the reactants needed to synthesize it. The reactants are: [CH3:1][N:2]1[C:6]([C:7]2[CH:8]=[C:9]3[C:14](=[CH:15][C:16]=2[C:17]([F:20])([F:19])[F:18])[NH:13][C:12](=[O:21])[N:11]([NH:22][S:23]([CH3:26])(=[O:25])=[O:24])[C:10]3=[O:27])=[CH:5][CH:4]=[N:3]1.[C:28](Cl)(=[O:33])[CH2:29][CH2:30][CH2:31][CH3:32]. (5) Given the product [CH3:1][O:2][C:3](=[O:10])[CH2:4][C:5]1([CH:8]([S:9][S:9][CH2:8][CH:5]2[CH2:7][CH2:6]2)[CH2:4][C:3]([O:2][CH3:1])=[O:11])[CH2:7][CH2:6]1, predict the reactants needed to synthesize it. The reactants are: [CH3:1][O:2][C:3](=[O:10])[CH2:4][C:5]1([CH2:8][SH:9])[CH2:7][CH2:6]1.[OH2:11]. (6) Given the product [K+:2].[CH3:3][N:4]1[C:12]2[C:7](=[CH:8][C:9]([NH:13][C:14]([C:16]3[C:17]([C:22]4[CH:27]=[CH:26][C:25]([C:28]([F:30])([F:31])[F:29])=[CH:24][CH:23]=4)=[CH:18][CH:19]=[CH:20][CH:21]=3)=[O:15])=[CH:10][CH:11]=2)[CH:6]=[C:5]1[C:32]([O-:34])=[O:33], predict the reactants needed to synthesize it. The reactants are: [OH-].[K+:2].[CH3:3][N:4]1[C:12]2[C:7](=[CH:8][C:9]([NH:13][C:14]([C:16]3[C:17]([C:22]4[CH:27]=[CH:26][C:25]([C:28]([F:31])([F:30])[F:29])=[CH:24][CH:23]=4)=[CH:18][CH:19]=[CH:20][CH:21]=3)=[O:15])=[CH:10][CH:11]=2)[CH:6]=[C:5]1[C:32]([O:34]CC)=[O:33].